Dataset: Peptide-MHC class I binding affinity with 185,985 pairs from IEDB/IMGT. Task: Regression. Given a peptide amino acid sequence and an MHC pseudo amino acid sequence, predict their binding affinity value. This is MHC class I binding data. (1) The peptide sequence is RHNCRCCWF. The MHC is Mamu-B17 with pseudo-sequence Mamu-B17. The binding affinity (normalized) is 0.246. (2) The peptide sequence is YLNTPGLPV. The MHC is HLA-A02:03 with pseudo-sequence HLA-A02:03. The binding affinity (normalized) is 0.769.